This data is from Forward reaction prediction with 1.9M reactions from USPTO patents (1976-2016). The task is: Predict the product of the given reaction. (1) Given the reactants [Cl:1][C:2]1[N:10]=[C:9]2[C:5]([CH:6]=[C:7](B(O)O)[N:8]2[CH3:11])=[CH:4][CH:3]=1.Br[C:16]1[C:21]([CH:22]=[O:23])=[CH:20][CH:19]=[CH:18][N:17]=1.C([O-])([O-])=O.[Na+].[Na+], predict the reaction product. The product is: [Cl:1][C:2]1[N:10]=[C:9]2[N:8]([CH3:11])[C:7]([C:19]3[CH:20]=[C:21]([CH:22]=[O:23])[CH:16]=[N:17][CH:18]=3)=[CH:6][C:5]2=[CH:4][CH:3]=1. (2) Given the reactants [C:1]([NH:11][C@H:12]([C:16]([O:18][C:19]1[CH:24]=[CH:23][CH:22]=[CH:21][C:20]=1[CH2:25][C:26]([O:28]CC1C=CC(OC)=CC=1)=[O:27])=[O:17])[CH:13]([CH3:15])[CH3:14])([O:3][CH2:4][C:5]1[CH:10]=[CH:9][CH:8]=[CH:7][CH:6]=1)=[O:2].FC(F)(F)C(O)=O, predict the reaction product. The product is: [C:1]([NH:11][C@H:12]([C:16]([O:18][C:19]1[CH:24]=[CH:23][CH:22]=[CH:21][C:20]=1[CH2:25][C:26]([OH:28])=[O:27])=[O:17])[CH:13]([CH3:15])[CH3:14])([O:3][CH2:4][C:5]1[CH:10]=[CH:9][CH:8]=[CH:7][CH:6]=1)=[O:2].